The task is: Predict the reactants needed to synthesize the given product.. This data is from Full USPTO retrosynthesis dataset with 1.9M reactions from patents (1976-2016). (1) Given the product [CH2:16]([N:20]([CH2:21][C:22]1[CH:34]=[CH:33][C:25]([O:26][CH2:27][C:28]([O:30][CH2:31][CH3:32])=[O:29])=[C:24]([CH3:35])[CH:23]=1)[C:2]1[C:7]([CH3:8])=[C:6]([C:9]2[CH:14]=[CH:13][C:12]([Cl:15])=[CH:11][CH:10]=2)[N:5]=[CH:4][N:3]=1)[CH2:17][CH2:18][CH3:19], predict the reactants needed to synthesize it. The reactants are: Cl[C:2]1[C:7]([CH3:8])=[C:6]([C:9]2[CH:14]=[CH:13][C:12]([Cl:15])=[CH:11][CH:10]=2)[N:5]=[CH:4][N:3]=1.[CH2:16]([NH:20][CH2:21][C:22]1[CH:34]=[CH:33][C:25]([O:26][CH2:27][C:28]([O:30][CH2:31][CH3:32])=[O:29])=[C:24]([CH3:35])[CH:23]=1)[CH2:17][CH2:18][CH3:19].C(N(CC1C=CC(OCC(OCC)=O)=C(C)C=1)C1C(C)=C(C2C=CC(OC)=CC=2)N=CN=1)CCC. (2) Given the product [OH:52][C@H:39]([CH2:40][NH:41][CH2:42][C:43]1[CH:44]=[N:45][CH:46]=[C:47]([CH:49]([CH3:51])[CH3:50])[CH:48]=1)[C@@H:38]([NH:37][C:31]([C:30]1[CH:29]=[C:28]([CH:36]=[CH:35][CH:34]=1)[C:26]([O:25][CH3:24])=[O:27])=[O:33])[CH2:53][C:54]1[CH:55]=[CH:56][CH:57]=[CH:58][CH:59]=1, predict the reactants needed to synthesize it. The reactants are: CCN=C=NCCCN(C)C.Cl.C1C=CC2N(O)N=NC=2C=1.O.[CH3:24][O:25][C:26]([C:28]1[CH:29]=[C:30]([CH:34]=[CH:35][CH:36]=1)[C:31]([OH:33])=O)=[O:27].[NH2:37][C@@H:38]([CH2:53][C:54]1[CH:59]=[CH:58][CH:57]=[CH:56][CH:55]=1)[C@H:39]([OH:52])[CH2:40][NH:41][CH2:42][C:43]1[CH:44]=[N:45][CH:46]=[C:47]([CH:49]([CH3:51])[CH3:50])[CH:48]=1.CCN(C(C)C)C(C)C.O1C2C=CC=CC=2C=C1CNC(=O)OC(C)(C)C. (3) Given the product [Br:1][C:2]1[C:3]([N:33]2[CH2:34][CH2:36][C@H:39]([CH2:28][OH:29])[CH2:37]2)=[N:4][CH:5]=[C:6]([CH:21]=1)[C:7]([NH:9][C:10]1[CH:15]=[CH:14][C:13]([O:16][C:17]([F:20])([F:19])[F:18])=[CH:12][CH:11]=1)=[O:8], predict the reactants needed to synthesize it. The reactants are: [Br:1][C:2]1[C:3](Cl)=[N:4][CH:5]=[C:6]([CH:21]=1)[C:7]([NH:9][C:10]1[CH:15]=[CH:14][C:13]([O:16][C:17]([F:20])([F:19])[F:18])=[CH:12][CH:11]=1)=[O:8].C1CNC([CH2:28][OH:29])C1.Cl.CC[N:33]([CH:37]([CH3:39])C)[CH:34]([CH3:36])C.